Task: Predict the reactants needed to synthesize the given product.. Dataset: Retrosynthesis with 50K atom-mapped reactions and 10 reaction types from USPTO (1) The reactants are: CSc1ccc(N)cc1.Clc1cc(-c2ccccc2)nc(-c2ccccc2)n1. Given the product CSc1ccc(Nc2cc(-c3ccccc3)nc(-c3ccccc3)n2)cc1, predict the reactants needed to synthesize it. (2) Given the product CC(C)(C)OC(=O)C(C)(C)Sc1nc(CCOc2ccc(-c3ccc(F)cc3)cc2C(=O)O)cs1, predict the reactants needed to synthesize it. The reactants are: COC(=O)c1cc(-c2ccc(F)cc2)ccc1OCCc1csc(SC(C)(C)C(=O)OC(C)(C)C)n1. (3) Given the product CC(C)[C@@H](NC(=O)OCC1c2ccccc2-c2ccccc21)C(=O)N[C@H](C)C(=O)O, predict the reactants needed to synthesize it. The reactants are: CC(C)[C@@H](NC(=O)OCC1c2ccccc2-c2ccccc21)C(=O)O.C[C@@H](N)C(=O)O. (4) Given the product O=C(NCc1ccc(Cl)c(Oc2cc(Cl)cc(C#CC3CC3)c2)c1F)c1[nH]cnc1Cl, predict the reactants needed to synthesize it. The reactants are: C#CC1CC1.O=C(NCc1ccc(Cl)c(Oc2cc(Cl)cc(Br)c2)c1F)c1[nH]cnc1Cl. (5) Given the product COc1ccc2c(c1)CC(CC(=O)O)O2, predict the reactants needed to synthesize it. The reactants are: COC(=O)CC1Cc2cc(OC)ccc2O1. (6) Given the product Cc1nc(C(C)(C)NC(=O)c2cccc(-c3ccc(F)c(Cl)c3)n2)no1, predict the reactants needed to synthesize it. The reactants are: Cc1nc(C(C)(C)NC(=O)c2cccc(Br)n2)no1.OB(O)c1ccc(F)c(Cl)c1.